Predict which catalyst facilitates the given reaction. From a dataset of Catalyst prediction with 721,799 reactions and 888 catalyst types from USPTO. (1) Reactant: [OH-].[Na+].[F:3][C:4]1[CH:9]=[CH:8][C:7]([C:10]2[N:11]=[C:12]([C:15]3[CH:16]=[C:17]([C:30]([OH:32])=[O:31])[C:18]([C:21]4[CH:26]=[CH:25][CH:24]=[CH:23][C:22]=4[N+:27]([O-:29])=[O:28])=[CH:19][CH:20]=3)[S:13][CH:14]=2)=[CH:6][CH:5]=1.COC(C1C(C2C=CC=CC=2[N+]([O-])=O)=CC=C(C2SC=C(C3C=CC(F)=CC=3)N=2)C=1)=O. Product: [F:3][C:4]1[CH:9]=[CH:8][C:7]([C:10]2[N:11]=[C:12]([C:15]3[CH:16]=[C:17]([C:30]([OH:32])=[O:31])[C:18]([C:21]4[CH:26]=[CH:25][CH:24]=[CH:23][C:22]=4[N+:27]([O-:29])=[O:28])=[CH:19][CH:20]=3)[S:13][CH:14]=2)=[CH:6][CH:5]=1. The catalyst class is: 127. (2) Reactant: [CH2:1]([C@@H:4]1[CH2:9][C@H:8]([C:10]2[CH:15]=[CH:14][CH:13]=[C:12]([Cl:16])[CH:11]=2)[C@@H:7]([C:17]2[CH:22]=[CH:21][C:20]([Cl:23])=[CH:19][CH:18]=2)[N:6]([C@@H:24]([CH2:29][CH3:30])[C:25](OC)=[O:26])[C:5]1=[O:31])[CH:2]=[CH2:3].[BH4-].[Li+]. Product: [CH2:1]([C@@H:4]1[CH2:9][C@H:8]([C:10]2[CH:15]=[CH:14][CH:13]=[C:12]([Cl:16])[CH:11]=2)[C@@H:7]([C:17]2[CH:18]=[CH:19][C:20]([Cl:23])=[CH:21][CH:22]=2)[N:6]([C@@H:24]([CH2:29][CH3:30])[CH2:25][OH:26])[C:5]1=[O:31])[CH:2]=[CH2:3]. The catalyst class is: 28.